From a dataset of Catalyst prediction with 721,799 reactions and 888 catalyst types from USPTO. Predict which catalyst facilitates the given reaction. Reactant: [CH2:1]([O:3][CH2:4][O:5][C:6]1[CH:7]=[CH:8][C:9]2[O:13][CH:12]=[CH:11][C:10]=2[CH:14]=1)[CH3:2].C([Li])CCC.C([O:23][B:24](OC(C)C)[O:25]C(C)C)(C)C. Product: [CH2:1]([O:3][CH2:4][O:5][C:6]1[CH:7]=[CH:8][C:9]2[O:13][C:12]([B:24]([OH:25])[OH:23])=[CH:11][C:10]=2[CH:14]=1)[CH3:2]. The catalyst class is: 1.